From a dataset of Reaction yield outcomes from USPTO patents with 853,638 reactions. Predict the reaction yield, written as a fraction of the theoretical maximum amount of product (1.0 means a 100% yield; for example, 0.34 means a 34% yield). (1) The reactants are C([N:8]1[CH2:12][C@@H:11]([C:13]([N:15]2[CH2:19][C@@H:18]([N:20]([C@H:28]3[CH2:33][CH2:32][C@@H:31]([CH3:34])[CH2:30][CH2:29]3)[C:21]([C@@H:23]3[CH2:27][CH2:26][CH2:25][O:24]3)=[O:22])[CH2:17][C@H:16]2[C:35]([N:37]2[CH2:42][CH2:41][N:40]([CH3:43])[CH2:39][CH2:38]2)=[O:36])=[O:14])[C@H:10]([C:44]2[CH:49]=[CH:48][C:47]([Cl:50])=[CH:46][CH:45]=2)[CH2:9]1)(OC(C)(C)C)=O.Cl. The catalyst is C(Cl)Cl. The product is [Cl:50][C:47]1[CH:46]=[CH:45][C:44]([C@@H:10]2[CH2:9][NH:8][CH2:12][C@H:11]2[C:13]([N:15]2[C@H:16]([C:35]([N:37]3[CH2:38][CH2:39][N:40]([CH3:43])[CH2:41][CH2:42]3)=[O:36])[CH2:17][C@H:18]([N:20]([C@H:28]3[CH2:33][CH2:32][C@@H:31]([CH3:34])[CH2:30][CH2:29]3)[C:21]([C@@H:23]3[CH2:27][CH2:26][CH2:25][O:24]3)=[O:22])[CH2:19]2)=[O:14])=[CH:49][CH:48]=1. The yield is 0.998. (2) The reactants are [N+](C1C=C(C2[NH:14][C:13]3[CH:15]=[CH:16][C:17]([C:19](N)=[O:20])=[CH:18][C:12]=3N=2)C=CC=1)([O-])=O.NC1C=CC(C=O)=CC=1.N1C=CC=CC=1.[Cl:37][C:38]1[CH:39]=[C:40]([S:45](Cl)(=[O:47])=[O:46])[CH:41]=[CH:42][C:43]=1[Cl:44]. The catalyst is C(Cl)Cl. The product is [Cl:37][C:38]1[CH:39]=[C:40]([S:45]([NH:14][C:13]2[CH:12]=[CH:18][C:17]([CH:19]=[O:20])=[CH:16][CH:15]=2)(=[O:46])=[O:47])[CH:41]=[CH:42][C:43]=1[Cl:44]. The yield is 0.720. (3) The reactants are [CH3:1][CH:2]1[CH2:7][CH2:6][CH2:5][CH2:4]/[C:3]/1=[N:8]/[C@H:9]([C:11]1[CH:16]=[CH:15][CH:14]=[CH:13][CH:12]=1)[CH3:10]. The catalyst is CCO.[Ni]. The product is [CH3:1][C@@H:2]1[CH2:7][CH2:6][CH2:5][CH2:4][C@@H:3]1[NH:8][C@H:9]([C:11]1[CH:12]=[CH:13][CH:14]=[CH:15][CH:16]=1)[CH3:10]. The yield is 0.431. (4) The reactants are [NH2:1][C:2]1[C:3]([CH3:13])=[C:4]([CH:9]=[C:10]([Br:12])[CH:11]=1)[C:5]([O:7][CH3:8])=[O:6].[O:14]1[CH2:19][CH2:18][C:17](=O)[CH2:16][CH2:15]1.C(O)(=O)C.C(O[BH-](OC(=O)C)OC(=O)C)(=O)C.[Na+].C([O-])(O)=O.[Na+]. The catalyst is ClCCCl.O. The product is [Br:12][C:10]1[CH:11]=[C:2]([NH:1][CH:17]2[CH2:18][CH2:19][O:14][CH2:15][CH2:16]2)[C:3]([CH3:13])=[C:4]([CH:9]=1)[C:5]([O:7][CH3:8])=[O:6]. The yield is 0.850. (5) The reactants are Br[C:2]1[CH:3]=[C:4]([CH2:8][NH2:9])[CH:5]=[CH:6][CH:7]=1.[CH3:10][C:11]([O:14][C:15]([N:17]1[CH2:22][CH2:21][N:20]([CH2:23][C:24]2[CH:25]=[C:26](B(O)O)[CH:27]=[CH:28][CH:29]=2)[CH2:19][CH2:18]1)=[O:16])([CH3:13])[CH3:12].C([O-])([O-])=O.[K+].[K+]. The catalyst is O1CCOCC1.O.C1C=CC(P(C2C=CC=CC=2)C2C=CC=CC=2)=CC=1.C1C=CC(P(C2C=CC=CC=2)C2C=CC=CC=2)=CC=1.C1C=CC(P(C2C=CC=CC=2)C2C=CC=CC=2)=CC=1.C1C=CC(P(C2C=CC=CC=2)C2C=CC=CC=2)=CC=1.[Pd]. The product is [NH2:9][CH2:8][C:4]1[CH:3]=[C:2]([C:26]2[CH:27]=[CH:28][CH:29]=[C:24]([CH2:23][N:20]3[CH2:21][CH2:22][N:17]([C:15]([O:14][C:11]([CH3:13])([CH3:12])[CH3:10])=[O:16])[CH2:18][CH2:19]3)[CH:25]=2)[CH:7]=[CH:6][CH:5]=1. The yield is 0.840. (6) The reactants are C(C1C=C(OC)C=C(C(C)(C)C)C=1[C:17]1[CH:25]=[C:24]([N:26]([C:35]2[CH:40]=[CH:39][CH:38]=[CH:37][CH:36]=2)[CH:27]2[CH2:32][CH2:31][N:30]([CH3:33])[CH2:29][CH:28]2[CH3:34])[CH:23]=[CH:22][C:18]=1[C:19]([O-])=[O:20])(C)(C)C.C[O-].[Na+].[CH2:44]([NH:46][CH2:47][CH3:48])[CH3:45].F[P-](F)(F)(F)(F)F.N1(O[P+](N(C)C)(N(C)C)N(C)C)C2C=CC=CC=2N=N1. The catalyst is C1(C)C=CC=CC=1.CN1CCCC1=O.C1COCC1.CCOCC.C(N(CC)CC)C. The product is [CH3:33][N:30]1[CH2:31][CH2:32][CH:27]([N:26]([C:35]2[CH:40]=[CH:39][CH:38]=[CH:37][CH:36]=2)[C:24]2[CH:23]=[CH:22][C:18]([C:19]([N:46]([CH2:47][CH3:48])[CH2:44][CH3:45])=[O:20])=[CH:17][CH:25]=2)[CH:28]([CH3:34])[CH2:29]1. The yield is 0.900. (7) The reactants are Cl[C:2]1[N:10]=[C:9]([Cl:11])[C:8]([Cl:12])=[CH:7][C:3]=1[C:4]([NH2:6])=[O:5].[OH:13][CH2:14][CH2:15][CH2:16][C:17]1([OH:20])[CH2:19][CH2:18]1.C(O[K])(C)(C)C.O. The catalyst is CN(C=O)C. The product is [Cl:12][C:8]1[C:9]([Cl:11])=[N:10][C:2]([O:13][CH2:14][CH2:15][CH2:16][C:17]2([OH:20])[CH2:19][CH2:18]2)=[C:3]([CH:7]=1)[C:4]([NH2:6])=[O:5]. The yield is 0.730.